From a dataset of Full USPTO retrosynthesis dataset with 1.9M reactions from patents (1976-2016). Predict the reactants needed to synthesize the given product. (1) Given the product [C:26]1([CH2:25]/[CH:2]=[CH:3]/[C@H:4]([C:11]2[CH:16]=[CH:15][C:14]([O:17][CH:18]3[CH2:23][CH2:22][CH2:21][CH2:20][O:19]3)=[CH:13][CH:12]=2)[CH2:5][C:6]([O:8][CH2:9][CH3:10])=[O:7])[CH:31]=[CH:30][CH:29]=[CH:28][CH:27]=1, predict the reactants needed to synthesize it. The reactants are: I/[CH:2]=[CH:3]/[C@@H:4]([C:11]1[CH:16]=[CH:15][C:14]([O:17][CH:18]2[CH2:23][CH2:22][CH2:21][CH2:20][O:19]2)=[CH:13][CH:12]=1)[CH2:5][C:6]([O:8][CH2:9][CH3:10])=[O:7].[Br-].[CH2:25]([Zn+])[C:26]1[CH:31]=[CH:30][CH:29]=[CH:28][CH:27]=1.O. (2) The reactants are: Cl.[CH3:2][C:3]1([CH3:24])[CH:12]=[CH:11][C:10]2[C:5](=[C:6]([CH2:13][N:14]3[CH2:23][CH2:22][C:17]4([CH2:21][NH:20][CH2:19][CH2:18]4)[CH2:16][CH2:15]3)[CH:7]=[CH:8][CH:9]=2)[O:4]1.Cl.[N:26]1[CH:31]=[CH:30][C:29]([CH2:32][C:33](O)=[O:34])=[CH:28][CH:27]=1. Given the product [CH3:2][C:3]1([CH3:24])[CH:12]=[CH:11][C:10]2[C:5](=[C:6]([CH2:13][N:14]3[CH2:15][CH2:16][C:17]4([CH2:21][N:20]([C:33](=[O:34])[CH2:32][C:29]5[CH:30]=[CH:31][N:26]=[CH:27][CH:28]=5)[CH2:19][CH2:18]4)[CH2:22][CH2:23]3)[CH:7]=[CH:8][CH:9]=2)[O:4]1, predict the reactants needed to synthesize it.